This data is from Forward reaction prediction with 1.9M reactions from USPTO patents (1976-2016). The task is: Predict the product of the given reaction. Given the reactants FC(F)(F)S(O[C:7]1[CH:8]=[C:9]2[C:13](=[CH:14][CH:15]=1)[C:12](=[O:16])[N:11]([CH2:17][CH2:18][CH2:19][C:20]1[CH:25]=[CH:24][CH:23]=[CH:22][CH:21]=1)[C:10]2([CH3:27])[CH3:26])(=O)=O.[C:30]1([C:36](=[N:43][C:44]2([C:49]([O:51][CH2:52][CH3:53])=[O:50])[CH2:48][CH:47]=[CH:46][CH2:45]2)[C:37]2[CH:42]=[CH:41][CH:40]=[CH:39][CH:38]=2)[CH:35]=[CH:34][CH:33]=[CH:32][CH:31]=1.C1(P(C2C=CC=CC=2)C2C=CC=CC=2)C=CC=CC=1.C([O-])(=O)C.[K+], predict the reaction product. The product is: [CH3:26][C:10]1([CH3:27])[C:9]2[C:13](=[CH:14][CH:15]=[C:7]([CH:47]3[CH2:48][C:44]([N:43]=[C:36]([C:37]4[CH:42]=[CH:41][CH:40]=[CH:39][CH:38]=4)[C:30]4[CH:35]=[CH:34][CH:33]=[CH:32][CH:31]=4)([C:49]([O:51][CH2:52][CH3:53])=[O:50])[CH:45]=[CH:46]3)[CH:8]=2)[C:12](=[O:16])[N:11]1[CH2:17][CH2:18][CH2:19][C:20]1[CH:25]=[CH:24][CH:23]=[CH:22][CH:21]=1.